From a dataset of Catalyst prediction with 721,799 reactions and 888 catalyst types from USPTO. Predict which catalyst facilitates the given reaction. (1) Reactant: [Si]([O:8][CH2:9][CH2:10][CH2:11][CH2:12][CH2:13][CH2:14][CH2:15][CH2:16][CH2:17][CH:18]1[C:27]2[C:22](=[CH:23][C:24]([O:28][CH2:29][O:30][CH3:31])=[CH:25][CH:26]=2)[O:21][CH2:20][C:19]1([C:33]1[CH:38]=[CH:37][C:36]([O:39][CH3:40])=[CH:35][C:34]=1OC)[CH3:32])(C(C)(C)C)(C)C.CC1C=CC(S([O-])(=O)=O)=CC=1.C1C=C[NH+]=CC=1.CCCCCC.[C:66](OCC)(=[O:68])C. Product: [OH:8][CH2:9][CH2:10][CH2:11][CH2:12][CH2:13][CH2:14][CH2:15][CH2:16][CH2:17][CH:18]1[C:27]2[C:22](=[CH:23][C:24]([O:28][CH2:29][O:30][CH3:31])=[CH:25][CH:26]=2)[O:21][CH2:20][C:19]1([C:33]1[CH:34]=[CH:35][C:36]([O:39][CH2:40][O:68][CH3:66])=[CH:37][CH:38]=1)[CH3:32]. The catalyst class is: 5. (2) Reactant: [NH2:1][CH2:2][C@H:3]([OH:32])[CH2:4][O:5][C:6]1[C:11]([CH3:12])=[CH:10][C:9]([C:13]2[O:14][C:15]([C:18]3[CH:23]=[C:22]([CH3:24])[CH:21]=[C:20]([CH2:25][N:26]([CH2:28][CH3:29])[CH3:27])[CH:19]=3)=[N:16][N:17]=2)=[CH:8][C:7]=1[CH2:30][CH3:31].CCN(C(C)C)C(C)C.C1C=CC2N(O)N=NC=2C=1.C(Cl)CCl.[C:56](O)(=[O:59])[CH2:57][OH:58]. Product: [CH2:30]([C:7]1[CH:8]=[C:9]([C:13]2[O:14][C:15]([C:18]3[CH:23]=[C:22]([CH3:24])[CH:21]=[C:20]([CH2:25][N:26]([CH2:28][CH3:29])[CH3:27])[CH:19]=3)=[N:16][N:17]=2)[CH:10]=[C:11]([CH3:12])[C:6]=1[O:5][CH2:4][C@@H:3]([OH:32])[CH2:2][NH:1][C:57](=[O:58])[CH2:56][OH:59])[CH3:31]. The catalyst class is: 118. (3) Reactant: [Cl:1][C:2]1[CH:3]=[C:4]([C:8]2[N:16]=[C:15]([C:17]#[N:18])[N:14]=[C:13]3[C:9]=2[N:10]([CH2:19][C@H:20]2[CH2:25][CH2:24][C@H:23]([CH3:26])[CH2:22][CH2:21]2)[CH:11]=[N:12]3)[CH:5]=[N:6][CH:7]=1.C1C(=O)N([Br:34])C(=O)C1.[O-]S([O-])(=S)=O.[Na+].[Na+]. Product: [Br:34][C:11]1[N:10]([CH2:19][C@H:20]2[CH2:25][CH2:24][C@H:23]([CH3:26])[CH2:22][CH2:21]2)[C:9]2[C:13](=[N:14][C:15]([C:17]#[N:18])=[N:16][C:8]=2[C:4]2[CH:5]=[N:6][CH:7]=[C:2]([Cl:1])[CH:3]=2)[N:12]=1. The catalyst class is: 22. (4) Reactant: Br[CH:2]([OH:13])[CH2:3][CH2:4][CH2:5][CH2:6][CH2:7][CH2:8][CH2:9][CH2:10][CH2:11][CH3:12].[N-:14]=[N+:15]=[N-:16].[Na+]. Product: [N:14]([CH2:12][CH2:11][CH2:10][CH2:9][CH2:8][CH2:7][CH2:6][CH2:5][CH2:4][CH2:3][CH2:2][OH:13])=[N+:15]=[N-:16]. The catalyst class is: 3. (5) Reactant: NN.[NH2:3][C:4]1[C:13]2[N:14]=[C:15]([CH2:26][O:27][N:28]3C(=O)C4C(=CC=CC=4)C3=O)[N:16]([CH2:17][CH2:18][CH2:19][NH:20][C:21](=[O:25])[CH:22]([CH3:24])[CH3:23])[C:12]=2[C:11]2[N:10]=[CH:9][CH:8]=[CH:7][C:6]=2[N:5]=1. Product: [NH2:3][C:4]1[C:13]2[N:14]=[C:15]([CH2:26][O:27][NH2:28])[N:16]([CH2:17][CH2:18][CH2:19][NH:20][C:21](=[O:25])[CH:22]([CH3:24])[CH3:23])[C:12]=2[C:11]2[N:10]=[CH:9][CH:8]=[CH:7][C:6]=2[N:5]=1. The catalyst class is: 8.